Dataset: Full USPTO retrosynthesis dataset with 1.9M reactions from patents (1976-2016). Task: Predict the reactants needed to synthesize the given product. (1) Given the product [CH3:34][N:7]([CH3:6])[C:8]1[CH:9]=[C:10]([CH:31]=[CH:32][CH:33]=1)[C:11]([NH:13][C:14]1[CH:15]=[CH:16][C:17]([CH3:30])=[C:18]([NH:20][C:21](=[O:29])[C:22]2[CH:27]=[CH:26][CH:25]=[C:24]([NH:28][S:2]([CH3:1])(=[O:4])=[O:3])[CH:23]=2)[CH:19]=1)=[O:12], predict the reactants needed to synthesize it. The reactants are: [CH3:1][S:2](Cl)(=[O:4])=[O:3].[CH3:6][N:7]([CH3:34])[C:8]1[CH:9]=[C:10]([CH:31]=[CH:32][CH:33]=1)[C:11]([NH:13][C:14]1[CH:15]=[CH:16][C:17]([CH3:30])=[C:18]([NH:20][C:21](=[O:29])[C:22]2[CH:27]=[CH:26][CH:25]=[C:24]([NH2:28])[CH:23]=2)[CH:19]=1)=[O:12].N1C=CC=CC=1. (2) Given the product [F:1][C:2]1[CH:3]=[CH:4][C:5]([C:8]2[C:17]3[N:16]=[CH:15][CH:14]=[CH:13][C:12]=3[CH2:11][CH2:10][CH:9]=2)=[CH:6][CH:7]=1, predict the reactants needed to synthesize it. The reactants are: [F:1][C:2]1[CH:7]=[CH:6][C:5]([C:8]2(O)[C:17]3[N:16]=[CH:15][CH:14]=[CH:13][C:12]=3[CH2:11][CH2:10][CH2:9]2)=[CH:4][CH:3]=1.CS(O)(=O)=O. (3) Given the product [Cl:12][C:13]1[CH:14]=[CH:15][C:16]([C:19]2[CH:20]=[CH:21][C:22]([C:25]#[C:26][C:2]3[CH:7]=[CH:6][C:5](/[CH:8]=[CH:9]/[CH2:10][OH:11])=[CH:4][CH:3]=3)=[N:23][CH:24]=2)=[CH:17][CH:18]=1, predict the reactants needed to synthesize it. The reactants are: I[C:2]1[CH:7]=[CH:6][C:5](/[CH:8]=[CH:9]/[CH2:10][OH:11])=[CH:4][CH:3]=1.[Cl:12][C:13]1[CH:18]=[CH:17][C:16]([C:19]2[CH:20]=[CH:21][C:22]([C:25]#[CH:26])=[N:23][CH:24]=2)=[CH:15][CH:14]=1.C(NC(C)C)(C)C. (4) Given the product [CH:25]([C:24]1[CH:27]=[CH:28][C:21]([C:12]2[C:13]([C:15]3[CH:20]=[CH:19][CH:18]=[CH:17][CH:16]=3)=[CH:14][C:8]3[CH:7]=[N:6][C:5]([N:36]4[CH2:35][CH2:34][N:33]([C:31]([N:30]([CH3:39])[CH3:29])=[O:32])[CH2:38][CH2:37]4)=[N:10][C:9]=3[N:11]=2)=[CH:22][CH:23]=1)=[O:26], predict the reactants needed to synthesize it. The reactants are: C(S([C:5]1[N:6]=[CH:7][C:8]2[CH:14]=[C:13]([C:15]3[CH:20]=[CH:19][CH:18]=[CH:17][CH:16]=3)[C:12]([C:21]3[CH:28]=[CH:27][C:24]([CH:25]=[O:26])=[CH:23][CH:22]=3)=[N:11][C:9]=2[N:10]=1)=O)C.[CH3:29][N:30]([CH3:39])[C:31]([N:33]1[CH2:38][CH2:37][NH:36][CH2:35][CH2:34]1)=[O:32]. (5) Given the product [OH:6][C@H:3]1[CH2:4][CH2:5][N:1]([C:10](=[O:11])[CH2:9][C:8](=[O:12])[CH3:7])[CH2:2]1, predict the reactants needed to synthesize it. The reactants are: [NH:1]1[CH2:5][CH2:4][C@H:3]([OH:6])[CH2:2]1.[CH2:7]=[C:8]1[O:12][C:10](=[O:11])[CH2:9]1. (6) The reactants are: Cl[CH2:2][C:3]1[CH:4]=[CH:5][C:6]2[O:10][C:9]([C:11]3[CH:16]=[CH:15][CH:14]=[C:13]([F:17])[CH:12]=3)=[N:8][C:7]=2[CH:18]=1.C[O:20][C:21](=[O:34])[CH2:22][O:23][C:24]1[CH:32]=[CH:31][C:30]([SH:33])=[C:29]2[C:25]=1[CH2:26][CH2:27][CH2:28]2. Given the product [F:17][C:13]1[CH:12]=[C:11]([C:9]2[O:10][C:6]3[CH:5]=[CH:4][C:3]([CH2:2][S:33][C:30]4[CH:31]=[CH:32][C:24]([O:23][CH2:22][C:21]([OH:34])=[O:20])=[C:25]5[C:29]=4[CH2:28][CH2:27][CH2:26]5)=[CH:18][C:7]=3[N:8]=2)[CH:16]=[CH:15][CH:14]=1, predict the reactants needed to synthesize it. (7) Given the product [C:22]([O:21][C:19]([N:16]1[CH2:15][CH2:14][CH:13]([C@H:11]([CH3:12])[CH2:10][CH2:9][O:8][S:27]([CH3:26])(=[O:29])=[O:28])[CH2:18][CH2:17]1)=[O:20])([CH3:24])([CH3:23])[CH3:25], predict the reactants needed to synthesize it. The reactants are: CCN(CC)CC.[OH:8][CH2:9][CH2:10][C@H:11]([CH:13]1[CH2:18][CH2:17][N:16]([C:19]([O:21][C:22]([CH3:25])([CH3:24])[CH3:23])=[O:20])[CH2:15][CH2:14]1)[CH3:12].[CH3:26][S:27](Cl)(=[O:29])=[O:28].